From a dataset of Reaction yield outcomes from USPTO patents with 853,638 reactions. Predict the reaction yield, written as a fraction of the theoretical maximum amount of product (1.0 means a 100% yield; for example, 0.34 means a 34% yield). (1) The reactants are [CH3:1][O:2][C:3]1[CH:8]=[CH:7][C:6]([CH:9]2[CH2:14][N:13](C(OC(C)(C)C)=O)[CH2:12][CH2:11][N:10]2[C:22]([O:24][CH2:25][CH3:26])=[O:23])=[CH:5][CH:4]=1.C(=O)(O)[O-].[Na+]. The catalyst is Cl.C(OCC)(=O)C. The product is [CH3:1][O:2][C:3]1[CH:4]=[CH:5][C:6]([CH:9]2[CH2:14][NH:13][CH2:12][CH2:11][N:10]2[C:22]([O:24][CH2:25][CH3:26])=[O:23])=[CH:7][CH:8]=1. The yield is 0.840. (2) The reactants are [C:1]([O:5][C:6](=[O:33])[NH:7][CH2:8][CH2:9][CH2:10][N:11]1[C:20]2[CH:19]=[CH:18][C:17](I)=[CH:16][C:15]=2[C:14]2=[N:22][N:23]([CH:26]3[CH2:31][CH2:30][CH2:29][CH2:28][O:27]3)[C:24]([CH3:25])=[C:13]2[C:12]1=[O:32])([CH3:4])([CH3:3])[CH3:2].C[C:35]([O:37]C(C)=O)=[O:36].C(O[Li])=O.[Li+].[Cl-].CCN(C(C)C)C(C)C. The catalyst is CN(C=O)C.C(Cl)Cl.CC([O-])=O.CC([O-])=O.[Pd+2].CCOC(C)=O. The product is [C:1]([O:5][C:6]([NH:7][CH2:8][CH2:9][CH2:10][N:11]1[C:20]2[CH:19]=[CH:18][C:17]([C:35]([OH:37])=[O:36])=[CH:16][C:15]=2[C:14]2=[N:22][N:23]([CH:26]3[CH2:31][CH2:30][CH2:29][CH2:28][O:27]3)[C:24]([CH3:25])=[C:13]2[C:12]1=[O:32])=[O:33])([CH3:4])([CH3:3])[CH3:2]. The yield is 0.670. (3) The reactants are [C:1]([C:5]1[CH:10]=[CH:9][CH:8]=[CH:7][C:6]=1[N:11]1[CH2:16][CH2:15][N:14]([C:17](=[O:21])[C:18](O)=[O:19])[CH2:13][CH2:12]1)([CH3:4])([CH3:3])[CH3:2].Cl.[NH:23]1[CH2:27][CH2:26][CH:25]([C:28]([O:30][CH3:31])=[O:29])[CH2:24]1.C(N(CC)CC)C.CCN=C=NCCCN(C)C.C1C=CC2N(O)N=NC=2C=1.C([O-])(O)=O.[Na+]. The catalyst is CN(C)C=O. The product is [C:1]([C:5]1[CH:10]=[CH:9][CH:8]=[CH:7][C:6]=1[N:11]1[CH2:12][CH2:13][N:14]([C:17](=[O:21])[C:18]([N:23]2[CH2:27][CH2:26][CH:25]([C:28]([O:30][CH3:31])=[O:29])[CH2:24]2)=[O:19])[CH2:15][CH2:16]1)([CH3:2])([CH3:3])[CH3:4]. The yield is 0.850. (4) The reactants are [C:1]1([C@@H:7]([NH:9][C:10]2[N:15]=[C:14]([N:16]3[C:20]4[CH:21]=[CH:22][C:23]([NH2:25])=[CH:24][C:19]=4[N:18]=[CH:17]3)[CH:13]=[N:12][CH:11]=2)[CH3:8])[CH:6]=[CH:5][CH:4]=[CH:3][CH:2]=1.[CH3:26][O:27][CH2:28][C:29](Cl)=[O:30]. No catalyst specified. The product is [CH3:26][O:27][CH2:28][C:29]([NH:25][C:23]1[CH:22]=[CH:21][C:20]2[N:16]([C:14]3[CH:13]=[N:12][CH:11]=[C:10]([NH:9][C@H:7]([C:1]4[CH:6]=[CH:5][CH:4]=[CH:3][CH:2]=4)[CH3:8])[N:15]=3)[CH:17]=[N:18][C:19]=2[CH:24]=1)=[O:30]. The yield is 0.500. (5) The reactants are C([O:4][CH2:5][C:6]([CH3:48])([CH3:47])[CH2:7][N:8]1[C:14]2[CH:15]=[CH:16][C:17]([Cl:19])=[CH:18][C:13]=2[C@@H:12]([C:20]2[CH:25]=[CH:24][CH:23]=[C:22]([O:26][CH3:27])[C:21]=2[O:28][CH3:29])[O:11][C@H:10]([CH2:30][C:31]([NH:33][C:34]2[S:35][C:36]([CH2:39][CH2:40][C:41]([O:43]CC)=[O:42])=[CH:37][N:38]=2)=[O:32])[C:9]1=[O:46])(=O)C.[OH-].[Na+].Cl. The catalyst is C(O)C. The product is [Cl:19][C:17]1[CH:16]=[CH:15][C:14]2[N:8]([CH2:7][C:6]([CH3:47])([CH3:48])[CH2:5][OH:4])[C:9](=[O:46])[C@@H:10]([CH2:30][C:31]([NH:33][C:34]3[S:35][C:36]([CH2:39][CH2:40][C:41]([OH:43])=[O:42])=[CH:37][N:38]=3)=[O:32])[O:11][C@H:12]([C:20]3[CH:25]=[CH:24][CH:23]=[C:22]([O:26][CH3:27])[C:21]=3[O:28][CH3:29])[C:13]=2[CH:18]=1. The yield is 0.783.